This data is from Reaction yield outcomes from USPTO patents with 853,638 reactions. The task is: Predict the reaction yield, written as a fraction of the theoretical maximum amount of product (1.0 means a 100% yield; for example, 0.34 means a 34% yield). (1) The reactants are [Cl:1][C:2]1[N:7]=[CH:6][C:5]([CH:8]=O)=[CH:4][CH:3]=1.[CH3:10][O:11][C:12](=[O:33])[CH:13]=P(C1C=CC=CC=1)(C1C=CC=CC=1)C1C=CC=CC=1. The catalyst is C1(C)C=CC=CC=1.CCOC(C)=O. The product is [CH3:10][O:11][C:12](=[O:33])[CH:13]=[CH:8][C:5]1[CH:6]=[N:7][C:2]([Cl:1])=[CH:3][CH:4]=1. The yield is 0.900. (2) The reactants are [C:1]1([CH:7]2[CH2:12][CH2:11][NH:10][CH2:9][CH2:8]2)[CH:6]=[CH:5][CH:4]=[CH:3][CH:2]=1.[N+:13]([O-:16])(O)=[O:14].[OH-].[Na+].[C:19](O[C:19]([O:21][C:22]([CH3:25])([CH3:24])[CH3:23])=[O:20])([O:21][C:22]([CH3:25])([CH3:24])[CH3:23])=[O:20]. The catalyst is S(=O)(=O)(O)O.ClCCl. The product is [N+:13]([C:4]1[CH:5]=[CH:6][C:1]([CH:7]2[CH2:8][CH2:9][N:10]([C:19]([O:21][C:22]([CH3:25])([CH3:24])[CH3:23])=[O:20])[CH2:11][CH2:12]2)=[CH:2][CH:3]=1)([O-:16])=[O:14]. The yield is 0.0800. (3) The catalyst is C1COCC1. The reactants are [CH:1]1([C:5]#[N:6])[CH2:4][CH2:3][CH2:2]1.C([N-]C(C)C)(C)C.[Li+].[O:15]1[CH2:19][CH2:18][C:17](=[O:20])[CH2:16]1.CN(C)P(N(C)C)(N(C)C)=O. The product is [OH:20][C:17]1([C:1]2([C:5]#[N:6])[CH2:4][CH2:3][CH2:2]2)[CH2:18][CH2:19][O:15][CH2:16]1. The yield is 0.440.